This data is from Reaction yield outcomes from USPTO patents with 853,638 reactions. The task is: Predict the reaction yield, written as a fraction of the theoretical maximum amount of product (1.0 means a 100% yield; for example, 0.34 means a 34% yield). (1) The reactants are [O:1]=[C:2]1[CH2:6][CH:5]([CH2:7][CH2:8][CH3:9])[CH2:4][N:3]1[CH2:10][C:11]1[N:15]([CH2:16][C:17]([OH:19])=O)[CH:14]=[N:13][CH:12]=1.C(N(CC)CC)C.[CH2:27]([NH2:34])[C:28]1[CH:33]=[CH:32][CH:31]=[CH:30][CH:29]=1.CN(C(ON1N=NC2C=CC=CC1=2)=[N+](C)C)C.[B-](F)(F)(F)F. The catalyst is CN(C=O)C. The product is [CH2:27]([NH:34][C:17](=[O:19])[CH2:16][N:15]1[C:11]([CH2:10][N:3]2[CH2:4][CH:5]([CH2:7][CH2:8][CH3:9])[CH2:6][C:2]2=[O:1])=[CH:12][N:13]=[CH:14]1)[C:28]1[CH:33]=[CH:32][CH:31]=[CH:30][CH:29]=1. The yield is 0.430. (2) The reactants are [Br:1][C:2]1[CH:3]=[C:4]([CH:19]=[CH:20][CH:21]=1)[CH2:5][O:6][C:7]1[CH:15]=[CH:14][CH:13]=[C:9]([C:10]([OH:12])=O)[C:8]=1[C:16]([OH:18])=O.Cl.[NH2:23][CH:24]1[CH2:30][CH2:29][C:28](=[O:31])[NH:27][C:25]1=[O:26]. The catalyst is N1C=CC=CC=1. The product is [Br:1][C:2]1[CH:3]=[C:4]([CH:19]=[CH:20][CH:21]=1)[CH2:5][O:6][C:7]1[CH:15]=[CH:14][CH:13]=[C:9]2[C:8]=1[C:16](=[O:18])[N:23]([CH:24]1[CH2:30][CH2:29][C:28](=[O:31])[NH:27][C:25]1=[O:26])[C:10]2=[O:12]. The yield is 0.620. (3) The reactants are [C:1]([O:5][C:6](=[O:28])[CH2:7][C@@H:8]([CH2:12][CH2:13][CH2:14][C:15]1[CH:20]=[CH:19][C:18]([C:21]2[CH:26]=[CH:25][CH:24]=[CH:23][CH:22]=2)=[C:17]([CH3:27])[CH:16]=1)[C:9]([OH:11])=[O:10])([CH3:4])([CH3:3])[CH3:2].[CH3:29][C@H:30]([NH2:37])[C:31]1[CH:36]=[CH:35][CH:34]=[CH:33][CH:32]=1.C1(N)CCCCC1.C(OC(=O)C[C@@H](CCCC1C=CC(C2C=CC=CC=2)=C(C)C=1)C(O)=O)(C)(C)C.C(O)(=O)CC(CC(O)=O)(C(O)=O)O. The catalyst is C(OCC)(=O)C. The product is [CH3:29][C@H:30]([NH2:37])[C:31]1[CH:36]=[CH:35][CH:34]=[CH:33][CH:32]=1.[C:1]([O:5][C:6](=[O:28])[CH2:7][C@@H:8]([CH2:12][CH2:13][CH2:14][C:15]1[CH:20]=[CH:19][C:18]([C:21]2[CH:22]=[CH:23][CH:24]=[CH:25][CH:26]=2)=[C:17]([CH3:27])[CH:16]=1)[C:9]([OH:11])=[O:10])([CH3:3])([CH3:4])[CH3:2]. The yield is 0.910. (4) The reactants are Cl[C:2]1[N:7]=[C:6]2[CH2:8][CH2:9][CH2:10][C:5]2=[C:4]([Cl:11])[CH:3]=1.[Cl:12][C:13]1[CH:14]=[C:15](B(O)O)[CH:16]=[CH:17][C:18]=1[F:19]. The catalyst is C1(C)C=CC=CC=1.C(O)C.O. The product is [Cl:11][C:4]1[CH:3]=[C:2]([C:15]2[CH:16]=[CH:17][C:18]([F:19])=[C:13]([Cl:12])[CH:14]=2)[N:7]=[C:6]2[CH2:8][CH2:9][CH2:10][C:5]=12. The yield is 0.960.